This data is from Retrosynthesis with 50K atom-mapped reactions and 10 reaction types from USPTO. The task is: Predict the reactants needed to synthesize the given product. Given the product CCN(CC)c1ccc(NC(=O)c2nc(-c3ccccc3)oc2C(F)(F)F)cn1, predict the reactants needed to synthesize it. The reactants are: CCN(CC)c1ccc(N)cn1.O=C(O)c1nc(-c2ccccc2)oc1C(F)(F)F.